Dataset: NCI-60 drug combinations with 297,098 pairs across 59 cell lines. Task: Regression. Given two drug SMILES strings and cell line genomic features, predict the synergy score measuring deviation from expected non-interaction effect. (1) Synergy scores: CSS=1.69, Synergy_ZIP=0.607, Synergy_Bliss=3.52, Synergy_Loewe=-2.37, Synergy_HSA=0.194. Cell line: SK-MEL-28. Drug 1: CC12CCC(CC1=CCC3C2CCC4(C3CC=C4C5=CN=CC=C5)C)O. Drug 2: CC1=CC=C(C=C1)C2=CC(=NN2C3=CC=C(C=C3)S(=O)(=O)N)C(F)(F)F. (2) Drug 1: CC1=CC2C(CCC3(C2CCC3(C(=O)C)OC(=O)C)C)C4(C1=CC(=O)CC4)C. Drug 2: CC1=C(C(CCC1)(C)C)C=CC(=CC=CC(=CC(=O)O)C)C. Cell line: HOP-62. Synergy scores: CSS=-3.30, Synergy_ZIP=3.53, Synergy_Bliss=4.92, Synergy_Loewe=-2.92, Synergy_HSA=-1.02. (3) Drug 1: C1=CC(=C2C(=C1NCCNCCO)C(=O)C3=C(C=CC(=C3C2=O)O)O)NCCNCCO. Drug 2: C1=NC2=C(N1)C(=S)N=C(N2)N. Cell line: HL-60(TB). Synergy scores: CSS=73.9, Synergy_ZIP=-0.515, Synergy_Bliss=-1.57, Synergy_Loewe=-5.19, Synergy_HSA=0.800. (4) Drug 1: C(=O)(N)NO. Drug 2: C1=NC2=C(N=C(N=C2N1C3C(C(C(O3)CO)O)F)Cl)N. Cell line: RXF 393. Synergy scores: CSS=-0.601, Synergy_ZIP=0.227, Synergy_Bliss=-0.0724, Synergy_Loewe=-0.985, Synergy_HSA=-1.07.